From a dataset of Full USPTO retrosynthesis dataset with 1.9M reactions from patents (1976-2016). Predict the reactants needed to synthesize the given product. (1) Given the product [O:10]=[C:1]1[C:9]2[C:4](=[CH:5][CH:6]=[CH:7][CH:8]=2)[CH2:3][CH:2]1[CH2:20][N:21]1[C:25](=[O:26])[C:24]2[C:23](=[CH:30][CH:29]=[CH:28][CH:27]=2)[C:22]1=[O:31], predict the reactants needed to synthesize it. The reactants are: [C:1]1(=[O:10])[C:9]2[C:4](=[CH:5][CH:6]=[CH:7][CH:8]=2)[CH2:3][CH2:2]1.[Li+].CC([N-]C(C)C)C.Br[CH2:20][N:21]1[C:25](=[O:26])[C:24]2=[CH:27][CH:28]=[CH:29][CH:30]=[C:23]2[C:22]1=[O:31]. (2) Given the product [F:32][C:26]1[CH:27]=[CH:28][CH:29]=[C:30]([F:31])[C:25]=1[NH:24][C:22](=[O:23])[C:21]1[CH:33]=[C:17]([C:9]2[N:10]=[C:11]3[CH:16]=[CH:15][CH:14]=[CH:13][N:12]3[C:8]=2[C:6]2[CH:5]=[CH:4][N:3]=[C:2]([NH:45][C:43]3[CH:44]=[C:39]([CH3:38])[C:40]([N:49]4[CH2:54][CH2:53][N:52]([CH2:55][CH2:56][S:57]([CH3:60])(=[O:59])=[O:58])[CH2:51][CH2:50]4)=[CH:41][C:42]=3[O:46][CH2:47][CH3:48])[N:7]=2)[CH:18]=[CH:19][C:20]=1[O:34][CH:35]([CH3:37])[CH3:36], predict the reactants needed to synthesize it. The reactants are: Cl[C:2]1[N:7]=[C:6]([C:8]2[N:12]3[CH:13]=[CH:14][CH:15]=[CH:16][C:11]3=[N:10][C:9]=2[C:17]2[CH:18]=[CH:19][C:20]([O:34][CH:35]([CH3:37])[CH3:36])=[C:21]([CH:33]=2)[C:22]([NH:24][C:25]2[C:30]([F:31])=[CH:29][CH:28]=[CH:27][C:26]=2[F:32])=[O:23])[CH:5]=[CH:4][N:3]=1.[CH3:38][C:39]1[C:40]([N:49]2[CH2:54][CH2:53][N:52]([CH2:55][CH2:56][S:57]([CH3:60])(=[O:59])=[O:58])[CH2:51][CH2:50]2)=[CH:41][C:42]([O:46][CH2:47][CH3:48])=[C:43]([NH2:45])[CH:44]=1.C1(C)C=CC(S(O)(=O)=O)=CC=1. (3) Given the product [CH3:27][O:26][C:25]1[CH:28]=[CH:29][C:42]([CH2:32][N:1]2[C:9]3[C:4](=[CH:5][CH:6]=[CH:7][CH:8]=3)[C:3]3([CH2:13][O:12][C:11]4[CH:14]=[C:15]5[C:19](=[CH:20][C:10]3=4)[CH2:18][CH2:17][O:16]5)[C:2]2=[O:21])=[CH:43][CH:24]=1, predict the reactants needed to synthesize it. The reactants are: [NH:1]1[C:9]2[C:4](=[CH:5][CH:6]=[CH:7][CH:8]=2)[C:3]2([CH2:13][O:12][C:11]3[CH:14]=[C:15]4[C:19](=[CH:20][C:10]2=3)[CH2:18][CH2:17][O:16]4)[C:2]1=[O:21].CC1(C)[CH2:27][O:26][C:25]2=[CH:28][C:29]3OC[C:32]4([C:42]=3[CH:43]=[C:24]12)C1C(=CC=CC=1)NC4=O.ClCC1C=CC(OC)=CC=1.BrCC1OC(C(F)(F)F)=CC=1.